This data is from NCI-60 drug combinations with 297,098 pairs across 59 cell lines. The task is: Regression. Given two drug SMILES strings and cell line genomic features, predict the synergy score measuring deviation from expected non-interaction effect. (1) Drug 1: CC12CCC(CC1=CCC3C2CCC4(C3CC=C4C5=CN=CC=C5)C)O. Drug 2: CC(C)NC(=O)C1=CC=C(C=C1)CNNC.Cl. Cell line: NCI-H460. Synergy scores: CSS=1.39, Synergy_ZIP=1.47, Synergy_Bliss=-1.18, Synergy_Loewe=-6.28, Synergy_HSA=-5.31. (2) Cell line: OVCAR-8. Drug 2: CC1C(C(CC(O1)OC2CC(CC3=C2C(=C4C(=C3O)C(=O)C5=C(C4=O)C(=CC=C5)OC)O)(C(=O)CO)O)N)O.Cl. Drug 1: CC1CCC2CC(C(=CC=CC=CC(CC(C(=O)C(C(C(=CC(C(=O)CC(OC(=O)C3CCCCN3C(=O)C(=O)C1(O2)O)C(C)CC4CCC(C(C4)OC)O)C)C)O)OC)C)C)C)OC. Synergy scores: CSS=30.3, Synergy_ZIP=2.85, Synergy_Bliss=6.74, Synergy_Loewe=7.10, Synergy_HSA=7.93. (3) Drug 2: N.N.Cl[Pt+2]Cl. Synergy scores: CSS=34.1, Synergy_ZIP=-5.18, Synergy_Bliss=-12.9, Synergy_Loewe=-17.0, Synergy_HSA=-14.9. Cell line: SK-MEL-5. Drug 1: C1=C(C(=O)NC(=O)N1)F. (4) Cell line: SK-OV-3. Drug 1: CC1=CC2C(CCC3(C2CCC3(C(=O)C)OC(=O)C)C)C4(C1=CC(=O)CC4)C. Drug 2: CN(C(=O)NC(C=O)C(C(C(CO)O)O)O)N=O. Synergy scores: CSS=-0.839, Synergy_ZIP=-0.749, Synergy_Bliss=-2.68, Synergy_Loewe=-5.80, Synergy_HSA=-1.99. (5) Drug 1: CC=C1C(=O)NC(C(=O)OC2CC(=O)NC(C(=O)NC(CSSCCC=C2)C(=O)N1)C(C)C)C(C)C. Drug 2: COC1=C2C(=CC3=C1OC=C3)C=CC(=O)O2. Cell line: T-47D. Synergy scores: CSS=60.6, Synergy_ZIP=3.83, Synergy_Bliss=0.811, Synergy_Loewe=-33.4, Synergy_HSA=0.876. (6) Drug 1: CCC1(CC2CC(C3=C(CCN(C2)C1)C4=CC=CC=C4N3)(C5=C(C=C6C(=C5)C78CCN9C7C(C=CC9)(C(C(C8N6C)(C(=O)OC)O)OC(=O)C)CC)OC)C(=O)OC)O.OS(=O)(=O)O. Drug 2: C1C(C(OC1N2C=NC(=NC2=O)N)CO)O. Cell line: 786-0. Synergy scores: CSS=1.52, Synergy_ZIP=-0.254, Synergy_Bliss=1.52, Synergy_Loewe=-0.986, Synergy_HSA=-0.0433. (7) Drug 1: C1=NC2=C(N1)C(=S)N=CN2. Drug 2: CCN(CC)CCCC(C)NC1=C2C=C(C=CC2=NC3=C1C=CC(=C3)Cl)OC. Cell line: LOX IMVI. Synergy scores: CSS=67.3, Synergy_ZIP=-4.14, Synergy_Bliss=-5.82, Synergy_Loewe=-16.5, Synergy_HSA=-3.63. (8) Drug 1: CN(CCCl)CCCl.Cl. Drug 2: C1C(C(OC1N2C=NC(=NC2=O)N)CO)O. Cell line: SR. Synergy scores: CSS=63.5, Synergy_ZIP=-4.04, Synergy_Bliss=-1.77, Synergy_Loewe=-4.41, Synergy_HSA=-1.48. (9) Drug 1: CC1=C(C(CCC1)(C)C)C=CC(=CC=CC(=CC(=O)O)C)C. Drug 2: CCCCC(=O)OCC(=O)C1(CC(C2=C(C1)C(=C3C(=C2O)C(=O)C4=C(C3=O)C=CC=C4OC)O)OC5CC(C(C(O5)C)O)NC(=O)C(F)(F)F)O. Cell line: SNB-75. Synergy scores: CSS=57.0, Synergy_ZIP=4.15, Synergy_Bliss=4.38, Synergy_Loewe=-8.33, Synergy_HSA=3.64. (10) Drug 1: CC1=C2C(C(=O)C3(C(CC4C(C3C(C(C2(C)C)(CC1OC(=O)C(C(C5=CC=CC=C5)NC(=O)C6=CC=CC=C6)O)O)OC(=O)C7=CC=CC=C7)(CO4)OC(=O)C)O)C)OC(=O)C. Drug 2: CC1=C(N=C(N=C1N)C(CC(=O)N)NCC(C(=O)N)N)C(=O)NC(C(C2=CN=CN2)OC3C(C(C(C(O3)CO)O)O)OC4C(C(C(C(O4)CO)O)OC(=O)N)O)C(=O)NC(C)C(C(C)C(=O)NC(C(C)O)C(=O)NCCC5=NC(=CS5)C6=NC(=CS6)C(=O)NCCC[S+](C)C)O. Cell line: SR. Synergy scores: CSS=84.6, Synergy_ZIP=-1.42, Synergy_Bliss=-1.24, Synergy_Loewe=0.430, Synergy_HSA=1.79.